Predict which catalyst facilitates the given reaction. From a dataset of Catalyst prediction with 721,799 reactions and 888 catalyst types from USPTO. (1) Reactant: [CH3:1][C:2]1[C:11]([N+:12]([O-:14])=[O:13])=[CH:10][C:5]([C:6]([O:8][CH3:9])=[O:7])=[CH:4][C:3]=1[N+:15]([O-:17])=[O:16].[CH3:18]O[CH:20](OC)[N:21]([CH3:23])[CH3:22]. Product: [CH3:18][CH2:9][O:8][CH2:6][CH3:5].[CH3:5][CH2:4][CH2:3][CH:2]([CH3:11])[CH3:1].[CH3:20][N:21]([CH3:23])/[CH:22]=[CH:1]/[C:2]1[C:11]([N+:12]([O-:14])=[O:13])=[CH:10][C:5]([C:6]([O:8][CH3:9])=[O:7])=[CH:4][C:3]=1[N+:15]([O-:17])=[O:16]. The catalyst class is: 3. (2) Reactant: [NH2:1][CH2:2][C:3]([F:25])([F:24])[CH2:4][N:5]1[C:13]2[C:8](=[CH:9][CH:10]=[C:11]([C:14]([O:16][CH2:17][CH3:18])=[O:15])[CH:12]=2)[CH:7]=[C:6]1[C:19](OCC)=[O:20].C(N(CC)CC)C.C([O-])([O-])=O.[K+].[K+]. Product: [F:24][C:3]1([F:25])[CH2:4][N:5]2[C:13]3[CH:12]=[C:11]([C:14]([O:16][CH2:17][CH3:18])=[O:15])[CH:10]=[CH:9][C:8]=3[CH:7]=[C:6]2[C:19](=[O:20])[NH:1][CH2:2]1. The catalyst class is: 8. (3) Reactant: [CH3:1][O:2][C:3](=[O:30])[C:4]1[CH:9]=[C:8]([O:10][C:11]2[CH:16]=[CH:15][C:14]([NH2:17])=[C:13]([CH3:18])[CH:12]=2)[CH:7]=[CH:6][C:5]=1[NH:19][S:20]([C:23]1[CH:28]=[CH:27][C:26]([CH3:29])=[CH:25][CH:24]=1)(=[O:22])=[O:21].[C:31]1([CH3:41])[CH:36]=[CH:35][C:34]([S:37](Cl)(=[O:39])=[O:38])=[CH:33][CH:32]=1.N1C=CC=CC=1. Product: [CH3:1][O:2][C:3](=[O:30])[C:4]1[CH:9]=[C:8]([O:10][C:11]2[CH:16]=[CH:15][C:14]([NH:17][S:37]([C:34]3[CH:35]=[CH:36][C:31]([CH3:41])=[CH:32][CH:33]=3)(=[O:39])=[O:38])=[C:13]([CH3:18])[CH:12]=2)[CH:7]=[CH:6][C:5]=1[NH:19][S:20]([C:23]1[CH:24]=[CH:25][C:26]([CH3:29])=[CH:27][CH:28]=1)(=[O:22])=[O:21]. The catalyst class is: 4. (4) Reactant: [CH3:1][C:2]1[O:3][C:4]2[C:9]([C:10](=[O:12])[CH:11]=1)=[CH:8][CH:7]=[CH:6][C:5]=2[CH:13]=[C:14]([C:18](=[O:20])[CH3:19])[C:15](=O)[CH3:16].[NH2:21][C:22]1[CH:27]=[CH:26][NH:25][C:24](=[O:28])[CH:23]=1. Product: [C:18]([C:14]1[CH:13]([C:5]2[CH:6]=[CH:7][CH:8]=[C:9]3[C:4]=2[O:3][C:2]([CH3:1])=[CH:11][C:10]3=[O:12])[C:23]2[C:24](=[O:28])[NH:25][CH:26]=[CH:27][C:22]=2[NH:21][C:15]=1[CH3:16])(=[O:20])[CH3:19]. The catalyst class is: 32. (5) Reactant: Cl[C:2]1[C:3]2[S:18][C:17]([NH2:19])=[N:16][C:4]=2[N:5]=[C:6]([S:8][CH2:9][C:10]2[CH:15]=[CH:14][CH:13]=[CH:12][CH:11]=2)[N:7]=1.[NH2:20][C@H:21]([CH3:31])[CH2:22][NH:23][C:24](=[O:30])[O:25][C:26]([CH3:29])([CH3:28])[CH3:27].CCN(C(C)C)C(C)C. Product: [NH2:19][C:17]1[S:18][C:3]2[C:2]([NH:20][C@H:21]([CH3:31])[CH2:22][NH:23][C:24](=[O:30])[O:25][C:26]([CH3:28])([CH3:27])[CH3:29])=[N:7][C:6]([S:8][CH2:9][C:10]3[CH:15]=[CH:14][CH:13]=[CH:12][CH:11]=3)=[N:5][C:4]=2[N:16]=1. The catalyst class is: 37.